This data is from NCI-60 drug combinations with 297,098 pairs across 59 cell lines. The task is: Regression. Given two drug SMILES strings and cell line genomic features, predict the synergy score measuring deviation from expected non-interaction effect. Drug 1: C1CCC(C1)C(CC#N)N2C=C(C=N2)C3=C4C=CNC4=NC=N3. Drug 2: C1CCN(CC1)CCOC2=CC=C(C=C2)C(=O)C3=C(SC4=C3C=CC(=C4)O)C5=CC=C(C=C5)O. Cell line: RPMI-8226. Synergy scores: CSS=6.21, Synergy_ZIP=11.9, Synergy_Bliss=19.5, Synergy_Loewe=9.29, Synergy_HSA=10.1.